From a dataset of Reaction yield outcomes from USPTO patents with 853,638 reactions. Predict the reaction yield, written as a fraction of the theoretical maximum amount of product (1.0 means a 100% yield; for example, 0.34 means a 34% yield). (1) The reactants are C(NC1C=CC(C2C=C3C(CN([C@@H](C(C)C)C(O)=O)C3=O)=CC=2)=CC=1)(=O)C1C=CC=CC=1.[F:33][C:34]1[CH:66]=[CH:65][CH:64]=[C:63]([F:67])[C:35]=1[C:36]([NH:38][C:39]1[CH:44]=[CH:43][C:42]([C:45]2[CH:53]=[C:52]3[C:48]([CH2:49][N:50]([C@@H:55]([CH:60]([CH3:62])[CH3:61])[C:56]([O:58]C)=[O:57])[C:51]3=[O:54])=[CH:47][CH:46]=2)=[CH:41][CH:40]=1)=[O:37]. No catalyst specified. The product is [F:33][C:34]1[CH:66]=[CH:65][CH:64]=[C:63]([F:67])[C:35]=1[C:36]([NH:38][C:39]1[CH:44]=[CH:43][C:42]([C:45]2[CH:53]=[C:52]3[C:48]([CH2:49][N:50]([C@@H:55]([CH:60]([CH3:62])[CH3:61])[C:56]([OH:58])=[O:57])[C:51]3=[O:54])=[CH:47][CH:46]=2)=[CH:41][CH:40]=1)=[O:37]. The yield is 0.770. (2) The catalyst is C(Cl)Cl.CCOC(C)=O. The reactants are C([NH:8][C@H:9]([CH:14]=O)[CH2:10][CH:11]([CH3:13])[CH3:12])(OC(C)(C)C)=O.[CH2:16]([O:23][C:24]1[CH:29]=[CH:28][C:27]([N:30]([CH2:37][CH:38]=[C:39]([CH3:41])[CH3:40])[CH:31]2[CH2:36][CH2:35][NH:34][CH2:33][CH2:32]2)=[CH:26][CH:25]=1)[C:17]1[CH:22]=[CH:21][CH:20]=[CH:19][CH:18]=1.[BH-](OC(C)=O)(OC(C)=O)OC(C)=O.[Na+]. The product is [NH2:8][C@@H:9]([CH2:10][CH:11]([CH3:12])[CH3:13])[CH2:14][N:34]1[CH2:33][CH2:32][CH:31]([N:30]([C:27]2[CH:26]=[CH:25][C:24]([O:23][CH2:16][C:17]3[CH:18]=[CH:19][CH:20]=[CH:21][CH:22]=3)=[CH:29][CH:28]=2)[CH2:37][CH:38]=[C:39]([CH3:41])[CH3:40])[CH2:36][CH2:35]1. The yield is 0.570. (3) The reactants are [Cl:1][C:2]1[CH:7]=[CH:6][C:5]([N:8]2[C@@H:13]([CH2:14][OH:15])[CH2:12][N:11](CC3C=CC(OC)=CC=3OC)[CH2:10][C:9]2=[O:27])=[CH:4][CH:3]=1.FC(F)(F)C(O)=O.C(N(CC)CC)C.[C:50](O[C:50]([O:52][C:53]([CH3:56])([CH3:55])[CH3:54])=[O:51])([O:52][C:53]([CH3:56])([CH3:55])[CH3:54])=[O:51]. The catalyst is C(Cl)Cl. The product is [Cl:1][C:2]1[CH:3]=[CH:4][C:5]([N:8]2[C:9](=[O:27])[CH2:10][N:11]([C:50]([O:52][C:53]([CH3:54])([CH3:55])[CH3:56])=[O:51])[CH2:12][C@@H:13]2[CH2:14][OH:15])=[CH:6][CH:7]=1. The yield is 0.270. (4) The reactants are [H-].[H-].[H-].[H-].[Li+].[Al+3].[Cl:7][C:8]1[CH:9]=[CH:10][C:11]2[NH:16][C:15](=O)[C@H:14]([CH2:18][C:19](OC)=[O:20])[NH:13][C:12]=2[N:23]=1.O.[OH-].[Na+]. The catalyst is O1CCCC1. The product is [Cl:7][C:8]1[CH:9]=[CH:10][C:11]2[NH:16][CH2:15][C@H:14]([CH2:18][CH2:19][OH:20])[NH:13][C:12]=2[N:23]=1. The yield is 0.810.